From a dataset of Full USPTO retrosynthesis dataset with 1.9M reactions from patents (1976-2016). Predict the reactants needed to synthesize the given product. (1) Given the product [CH3:12][Si:13]([CH3:20])([CH3:19])[CH2:14][CH2:15][O:16][CH2:17][N:4]1[C:8]([C:9](=[O:11])[CH3:10])=[CH:7][CH:6]=[N:5]1, predict the reactants needed to synthesize it. The reactants are: [H-].[Na+].Cl.[NH:4]1[C:8]([C:9](=[O:11])[CH3:10])=[CH:7][CH:6]=[N:5]1.[CH3:12][Si:13]([CH3:20])([CH3:19])[CH2:14][CH2:15][O:16][CH2:17]Cl. (2) The reactants are: FC(F)(F)C(O)=O.[Cl:8][C:9]1[CH:10]=[CH:11][C:12]([F:38])=[C:13]([CH:15]2[C:19]([C:22]3[CH:27]=[CH:26][C:25]([Cl:28])=[CH:24][C:23]=3[F:29])([C:20]#[N:21])[CH:18]([CH2:30][C:31]([CH3:34])([CH3:33])[CH3:32])[NH:17][CH:16]2[C:35]([OH:37])=O)[CH:14]=1.[NH2:39][C:40]1[CH:49]=[CH:48][C:43]([C:44]([O:46][CH3:47])=[O:45])=[CH:42][CH:41]=1.CN(C(ON1N=NC2C=CC=NC1=2)=[N+](C)C)C.F[P-](F)(F)(F)(F)F.CCN(C(C)C)C(C)C. Given the product [CH3:47][O:46][C:44](=[O:45])[C:43]1[CH:48]=[CH:49][C:40]([NH:39][C:35]([C@H:16]2[C@H:15]([C:13]3[CH:14]=[C:9]([Cl:8])[CH:10]=[CH:11][C:12]=3[F:38])[C@:19]([C:22]3[CH:27]=[CH:26][C:25]([Cl:28])=[CH:24][C:23]=3[F:29])([C:20]#[N:21])[C@H:18]([CH2:30][C:31]([CH3:33])([CH3:34])[CH3:32])[NH:17]2)=[O:37])=[CH:41][CH:42]=1, predict the reactants needed to synthesize it. (3) Given the product [Cl:1][C:2]1[C:7]([S:8]([NH:20][C:18]2[CH:17]=[C:16]([O:21][CH3:22])[N:15]=[C:14]([O:13][CH3:12])[CH:19]=2)(=[O:10])=[O:9])=[CH:6][CH:5]=[CH:4][N:3]=1, predict the reactants needed to synthesize it. The reactants are: [Cl:1][C:2]1[C:7]([S:8](Cl)(=[O:10])=[O:9])=[CH:6][CH:5]=[CH:4][N:3]=1.[CH3:12][O:13][C:14]1[CH:19]=[C:18]([NH2:20])[CH:17]=[C:16]([O:21][CH3:22])[N:15]=1.N1C=CC=CC=1. (4) Given the product [F:12][C:10]1[CH:11]=[C:2]([C:19]2[CH:20]=[CH:21][C:16]([O:15][CH3:14])=[CH:17][CH:18]=2)[CH:3]=[C:4]2[C:9]=1[CH:8]=[C:7]([OH:13])[CH:6]=[CH:5]2, predict the reactants needed to synthesize it. The reactants are: Br[C:2]1[CH:3]=[C:4]2[C:9](=[C:10]([F:12])[CH:11]=1)[CH:8]=[C:7]([OH:13])[CH:6]=[CH:5]2.[CH3:14][O:15][C:16]1[CH:21]=[CH:20][C:19](B(O)O)=[CH:18][CH:17]=1. (5) Given the product [Cl:12][C:8]1[C:7]([CH3:13])=[C:6]([N:5]2[C:3](=[O:4])[CH2:2][NH:1][CH2:14]2)[CH:11]=[CH:10][CH:9]=1, predict the reactants needed to synthesize it. The reactants are: [NH2:1][CH2:2][C:3]([NH:5][C:6]1[CH:11]=[CH:10][CH:9]=[C:8]([Cl:12])[C:7]=1[CH3:13])=[O:4].[C:14](O)(=O)C. (6) Given the product [CH:1]([N:14]1[CH2:17][C:16]([NH:20][CH3:21])([C:18]([NH2:19])=[O:22])[CH2:15]1)([C:8]1[CH:13]=[CH:12][CH:11]=[CH:10][CH:9]=1)[C:2]1[CH:3]=[CH:4][CH:5]=[CH:6][CH:7]=1, predict the reactants needed to synthesize it. The reactants are: [CH:1]([N:14]1[CH2:17][C:16]([NH:20][CH3:21])([C:18]#[N:19])[CH2:15]1)([C:8]1[CH:13]=[CH:12][CH:11]=[CH:10][CH:9]=1)[C:2]1[CH:7]=[CH:6][CH:5]=[CH:4][CH:3]=1.[OH:22]S(O)(=O)=O. (7) Given the product [NH2:23][C:20]1[CH:21]=[CH:22][C:17]([NH:16][CH2:15][CH2:14][CH:13]([OH:26])[CH2:12][CH2:11][NH:10][C:7]2[CH:6]=[CH:5][C:4]([NH2:1])=[CH:9][CH:8]=2)=[CH:18][CH:19]=1, predict the reactants needed to synthesize it. The reactants are: [N+:1]([C:4]1[CH:9]=[CH:8][C:7]([NH:10][CH2:11][CH2:12][CH:13]([OH:26])[CH2:14][CH2:15][NH:16][C:17]2[CH:22]=[CH:21][C:20]([N+:23]([O-])=O)=[CH:19][CH:18]=2)=[CH:6][CH:5]=1)([O-])=O.